Dataset: Forward reaction prediction with 1.9M reactions from USPTO patents (1976-2016). Task: Predict the product of the given reaction. (1) Given the reactants [F:1][C:2]([F:20])([F:19])[CH2:3][N:4]1[CH2:9][CH2:8][C:7]2([C:17]3[C:12](=[CH:13][CH:14]=[CH:15][CH:16]=3)[NH:11][C:10]2=[O:18])[CH2:6][CH2:5]1.[H-].[Na+].Br[CH2:24][C:25]([O:27][C:28]([CH3:31])([CH3:30])[CH3:29])=[O:26], predict the reaction product. The product is: [O:18]=[C:10]1[C:7]2([CH2:8][CH2:9][N:4]([CH2:3][C:2]([F:1])([F:19])[F:20])[CH2:5][CH2:6]2)[C:17]2[C:12](=[CH:13][CH:14]=[CH:15][CH:16]=2)[N:11]1[CH2:24][C:25]([O:27][C:28]([CH3:31])([CH3:30])[CH3:29])=[O:26]. (2) The product is: [CH3:4][C:5]1[O:6][C:7]2[CH2:8][CH2:9][C:10]3[CH:19]=[CH:18][CH:17]=[CH:16][C:11]=3[C:12](=[CH:28][C:29]3[CH:30]=[C:25]([NH:24][S:21]([CH3:20])(=[O:23])=[O:22])[CH:26]=[CH:1][CH:2]=3)[C:13]=2[N:14]=1. Given the reactants [CH:1](Br)=[CH2:2].[CH3:4][C:5]1[O:6][C:7]2[CH2:8][CH2:9][C:10]3[CH:19]=[CH:18][CH:17]=[CH:16][C:11]=3[C:12](=O)[C:13]=2[N:14]=1.[CH3:20][S:21]([NH:24][C:25]1[CH:26]=C(B(O)O)[CH:28]=[CH:29][CH:30]=1)(=[O:23])=[O:22], predict the reaction product. (3) Given the reactants Br[C:2]1[CH:7]=[CH:6][C:5]([C:8]2[CH:17]=[CH:16][C:15]3[C:10](=[CH:11][CH:12]=[CH:13][CH:14]=3)[N:9]=2)=[CH:4][CH:3]=1.[CH2:18]([Li])[CH2:19][CH2:20][CH3:21].Br[C:24]1[CH:25]=[C:26]([C:31]2[N:36]=[C:35]([C:37]3[CH:42]=[CH:41][C:40]([CH3:43])=[CH:39][CH:38]=3)[N:34]=[C:33]([C:44]3[CH:49]=[CH:48][C:47]([CH3:50])=[CH:46][CH:45]=3)[N:32]=2)[CH:27]=[C:28](Br)[CH:29]=1, predict the reaction product. The product is: [N:9]1[C:8]2[C:21](=[CH:2][CH:3]=[CH:4][CH:5]=2)[CH:20]=[CH:19][C:18]=1[C:25]1[C:26]([C:31]2[N:36]=[C:35]([C:37]3[CH:42]=[CH:41][C:40]([CH3:43])=[CH:39][CH:38]=3)[N:34]=[C:33]([C:44]3[CH:49]=[CH:48][C:47]([CH3:50])=[CH:46][CH:45]=3)[N:32]=2)=[CH:27][C:28]([C:15]2[CH:10]=[CH:11][CH:12]=[C:13]([C:2]3[CH:7]=[CH:6][C:5]([C:8]4[CH:17]=[CH:16][C:15]5[C:10](=[CH:11][CH:12]=[CH:13][CH:14]=5)[N:9]=4)=[CH:4][CH:3]=3)[CH:14]=2)=[CH:29][CH:24]=1. (4) Given the reactants C[O:2][C:3]([C:5]1[CH:13]=[C:12]2[C:8]([C:9]([C:29]#[N:30])=[C:10]([C:16]3[CH:21]=[CH:20][C:19]([NH:22][S:23]([CH2:26][CH2:27][CH3:28])(=[O:25])=[O:24])=[CH:18][CH:17]=3)[N:11]2[CH2:14][CH3:15])=[CH:7][CH:6]=1)=[O:4].NC1C=CC(C2N(CC)C3C(C=2C#N)=CC=C(C(OC)=O)C=3)=CC=1.[OH-].[K+].Cl, predict the reaction product. The product is: [C:29]([C:9]1[C:8]2[C:12](=[CH:13][C:5]([C:3]([OH:4])=[O:2])=[CH:6][CH:7]=2)[N:11]([CH2:14][CH3:15])[C:10]=1[C:16]1[CH:21]=[CH:20][C:19]([NH:22][S:23]([CH2:26][CH2:27][CH3:28])(=[O:24])=[O:25])=[CH:18][CH:17]=1)#[N:30].